This data is from Full USPTO retrosynthesis dataset with 1.9M reactions from patents (1976-2016). The task is: Predict the reactants needed to synthesize the given product. (1) Given the product [C:1]1([OH:3])[CH:2]=[CH:8][CH:4]=[CH:5][CH:6]=1.[CH2:11]=[O:13], predict the reactants needed to synthesize it. The reactants are: [CH2:1]1[O:3][CH2:2]1.[CH2:4]1O[CH:5]1[CH3:6].[CH2:8](O)C.[CH2:11]([O:13][Si](OCC)(OCC)OCC)C. (2) Given the product [NH2:18][C:10]1[O:11][C@H:12]([C:14]([F:17])([F:16])[F:15])[CH2:13][C@:8]([C:6]2[CH:7]=[C:2]([NH:1][C:30](=[O:31])[C:27]3[CH:26]=[CH:25][C:24]([C:22]#[N:23])=[CH:29][N:28]=3)[CH:3]=[C:4]([Cl:21])[C:5]=2[F:20])([CH3:19])[N:9]=1, predict the reactants needed to synthesize it. The reactants are: [NH2:1][C:2]1[CH:3]=[C:4]([Cl:21])[C:5]([F:20])=[C:6]([C@:8]2([CH3:19])[CH2:13][C@@H:12]([C:14]([F:17])([F:16])[F:15])[O:11][C:10]([NH2:18])=[N:9]2)[CH:7]=1.[C:22]([C:24]1[CH:25]=[CH:26][C:27]([C:30](O)=[O:31])=[N:28][CH:29]=1)#[N:23].C(P1(=O)OP(=O)(CCC)OP(=O)(CCC)O1)CC. (3) Given the product [NH2:1][C:2]1[N:7]2[N:8]=[CH:9][C:10]([C:11]([N:28]3[CH2:29][CH2:30][CH:26]([N:25]([CH3:31])[CH3:24])[CH2:27]3)=[O:12])=[C:6]2[N:5]=[CH:4][C:3]=1[C:14]1[CH:19]=[CH:18][C:17]([N+:20]([O-:22])=[O:21])=[CH:16][C:15]=1[CH3:23], predict the reactants needed to synthesize it. The reactants are: [NH2:1][C:2]1[N:7]2[N:8]=[CH:9][C:10]([C:11](O)=[O:12])=[C:6]2[N:5]=[CH:4][C:3]=1[C:14]1[CH:19]=[CH:18][C:17]([N+:20]([O-:22])=[O:21])=[CH:16][C:15]=1[CH3:23].[CH3:24][N:25]([CH3:31])[CH:26]1[CH2:30][CH2:29][NH:28][CH2:27]1.CCN(CC)CC.CCOC(C)=O. (4) Given the product [Cl:37][C:38]1[CH:39]=[N:40][C:41]([N:25]2[CH2:26][CH2:27][CH:22]([O:21][C:5]3[C:4]([CH2:3][OH:2])=[N:9][N:8]([C:10]4[CH:11]=[CH:12][C:13]([S:16]([CH3:19])(=[O:18])=[O:17])=[CH:14][CH:15]=4)[C:7](=[O:20])[CH:6]=3)[CH2:23][CH2:24]2)=[N:42][CH:43]=1, predict the reactants needed to synthesize it. The reactants are: Cl.[OH:2][CH2:3][C:4]1[C:5]([O:21][CH:22]2[CH2:27][CH2:26][NH:25][CH2:24][CH2:23]2)=[CH:6][C:7](=[O:20])[N:8]([C:10]2[CH:15]=[CH:14][C:13]([S:16]([CH3:19])(=[O:18])=[O:17])=[CH:12][CH:11]=2)[N:9]=1.CCN(C(C)C)C(C)C.[Cl:37][C:38]1[CH:39]=[N:40][C:41](I)=[N:42][CH:43]=1.CCOC(C)=O.